This data is from Full USPTO retrosynthesis dataset with 1.9M reactions from patents (1976-2016). The task is: Predict the reactants needed to synthesize the given product. Given the product [Br:19][CH2:8][C:6]1[CH:5]=[CH:4][C:3]([C:9](=[O:11])[CH3:10])=[C:2]([Cl:1])[CH:7]=1, predict the reactants needed to synthesize it. The reactants are: [Cl:1][C:2]1[CH:7]=[C:6]([CH3:8])[CH:5]=[CH:4][C:3]=1[C:9](=[O:11])[CH3:10].ClC1C=CC=CC=1.[Br:19]N1C(=O)CCC1=O.